Task: Predict the product of the given reaction.. Dataset: Forward reaction prediction with 1.9M reactions from USPTO patents (1976-2016) (1) Given the reactants [Cl:1][C:2]1[CH:3]=[N:4][C:5]2[N:6]([N:8]=[C:9]([C:11]([OH:13])=O)[CH:10]=2)[CH:7]=1.[NH:14]1[CH2:19][CH2:18][CH:17]=[C:16]([C:20]2[CH:25]=[CH:24][N:23]=[CH:22][CH:21]=2)[CH2:15]1, predict the reaction product. The product is: [Cl:1][C:2]1[CH:3]=[N:4][C:5]2[N:6]([N:8]=[C:9]([C:11]([N:14]3[CH2:19][CH2:18][CH:17]=[C:16]([C:20]4[CH:21]=[CH:22][N:23]=[CH:24][CH:25]=4)[CH2:15]3)=[O:13])[CH:10]=2)[CH:7]=1. (2) The product is: [CH2:55]([O:57][C:53](=[O:38])[NH:50][C:15]1[CH:16]=[CH:17][C:18]2[N:6]([CH2:5][C:4]3[CH:28]=[CH:29][CH:30]=[C:2]([F:1])[CH:3]=3)[C:7]3[CH2:8][CH2:9][C@@H:10]([NH:22][C:23](=[O:27])[CH:24]([CH3:25])[CH3:26])[CH2:11][C:12]=3[C:13]=2[CH:14]=1)[CH3:56]. Given the reactants [F:1][C:2]1[CH:3]=[C:4]([CH:28]=[CH:29][CH:30]=1)[CH2:5][N:6]1[C:18]2[CH:17]=[CH:16][C:15](C(O)=O)=[CH:14][C:13]=2[C:12]2[CH2:11][CH:10]([NH:22][C:23](=[O:27])[CH:24]([CH3:26])[CH3:25])[CH2:9][CH2:8][C:7]1=2.C1(P(N=[N+]=[N-])(C2C=CC=CC=2)=[O:38])C=CC=CC=1.C([N:50]([CH2:53]C)CC)C.[CH2:55]([OH:57])[CH3:56], predict the reaction product. (3) The product is: [CH3:38][O:37][C:28]1[CH:29]=[CH:30][C:31]2[C:32](=[O:36])[CH2:33][O:34][C:35]=2[C:27]=1/[CH:9]=[CH:10]/[CH2:11][CH:12]1[CH2:13][CH2:14][N:15]([C:18]([O:20][C:21]([CH3:22])([CH3:23])[CH3:24])=[O:19])[CH2:16][CH2:17]1. Given the reactants CC1(C)C(C)(C)OB(/[CH:9]=[CH:10]/[CH2:11][CH:12]2[CH2:17][CH2:16][N:15]([C:18]([O:20][C:21]([CH3:24])([CH3:23])[CH3:22])=[O:19])[CH2:14][CH2:13]2)O1.I[C:27]1[C:35]2[O:34][CH2:33][C:32](=[O:36])[C:31]=2[CH:30]=[CH:29][C:28]=1[O:37][CH3:38].C(=O)([O-])[O-].[Na+].[Na+], predict the reaction product. (4) Given the reactants [CH2:1]([O:3][C:4]([C:6]1([C:9]2[N:19]=[C:12]3[C:13]([O:17][CH3:18])=[CH:14][CH:15]=[CH:16][N:11]3[N:10]=2)[CH2:8][CH2:7]1)=[O:5])[CH3:2].[I:20]N1C(=O)CCC1=O.B(F)(F)F.[O-]S([O-])(=S)=O.[Na+].[Na+], predict the reaction product. The product is: [CH2:1]([O:3][C:4]([C:6]1([C:9]2[N:19]=[C:12]3[C:13]([O:17][CH3:18])=[CH:14][CH:15]=[C:16]([I:20])[N:11]3[N:10]=2)[CH2:8][CH2:7]1)=[O:5])[CH3:2]. (5) Given the reactants [CH3:1][C:2]1[N:7]=[C:6]([SH:8])[N:5]=[C:4]([OH:9])[CH:3]=1.C(=O)([O-])[O-].[K+].[K+].Br[CH2:17][N:18]1[CH:22]=[CH:21][CH:20]=[N:19]1, predict the reaction product. The product is: [CH3:1][C:2]1[N:7]=[C:6]([S:8][CH2:17][N:18]2[CH:22]=[CH:21][CH:20]=[N:19]2)[N:5]=[C:4]([OH:9])[CH:3]=1. (6) Given the reactants [NH:1]1[C:9]2[CH:8]=[CH:7][N:6]=[CH:5][C:4]=2[CH:3]=[CH:2]1.[Cl:10][C:11]1[CH:19]=[C:18]([C:20](=[O:25])[NH:21][CH:22]2[CH2:24][CH2:23]2)[CH:17]=[C:16]([Cl:26])[C:12]=1[C:13](O)=[O:14], predict the reaction product. The product is: [Cl:10][C:11]1[CH:19]=[C:18]([CH:17]=[C:16]([Cl:26])[C:12]=1[C:13]([N:1]1[C:9]2[CH:8]=[CH:7][N:6]=[CH:5][C:4]=2[CH:3]=[CH:2]1)=[O:14])[C:20]([NH:21][CH:22]1[CH2:24][CH2:23]1)=[O:25].